Dataset: Forward reaction prediction with 1.9M reactions from USPTO patents (1976-2016). Task: Predict the product of the given reaction. Given the reactants [Cl:1][C:2]1[CH:7]=[CH:6][N:5]=[C:4]2[N:8](CC3C=CC(OC)=CC=3)[N:9]=[CH:10][C:3]=12.C(O)(C(F)(F)F)=O, predict the reaction product. The product is: [Cl:1][C:2]1[CH:7]=[CH:6][N:5]=[C:4]2[NH:8][N:9]=[CH:10][C:3]=12.